This data is from Full USPTO retrosynthesis dataset with 1.9M reactions from patents (1976-2016). The task is: Predict the reactants needed to synthesize the given product. (1) Given the product [CH3:1][O:2][C:3]1[CH:8]=[C:7]([CH3:9])[C:6]([S:10]([N:13]([CH2:15][CH2:16][O:17][CH2:18][C:19]([OH:21])=[O:20])[CH3:14])(=[O:12])=[O:11])=[C:5]([CH3:26])[CH:4]=1, predict the reactants needed to synthesize it. The reactants are: [CH3:1][O:2][C:3]1[CH:8]=[C:7]([CH3:9])[C:6]([S:10]([N:13]([CH2:15][CH2:16][O:17][CH2:18][C:19]([O:21]C(C)(C)C)=[O:20])[CH3:14])(=[O:12])=[O:11])=[C:5]([CH3:26])[CH:4]=1.[OH-].[Na+]. (2) Given the product [C:34]([O:33][C:31]([N:29]1[CH2:30][C@@H:26]([C:4]2[CH:5]=[CH:6][C:7]([C:8]3[S:9][C:10]4[C:15]([N:16]=3)=[CH:14][CH:13]=[C:12]([C:17]3([C:20]5[CH:21]=[CH:22][CH:23]=[CH:24][CH:25]=5)[CH2:19][CH2:18]3)[N:11]=4)=[C:2]([F:1])[CH:3]=2)[CH2:27][C@H:28]1[C:38]([OH:40])=[O:39])=[O:32])([CH3:37])([CH3:35])[CH3:36], predict the reactants needed to synthesize it. The reactants are: [F:1][C:2]1[CH:3]=[C:4]([C@@H:26]2[CH2:30][N:29]([C:31]([O:33][C:34]([CH3:37])([CH3:36])[CH3:35])=[O:32])[C@H:28]([C:38]([O:40]C)=[O:39])[CH2:27]2)[CH:5]=[CH:6][C:7]=1[C:8]1[S:9][C:10]2[C:15]([N:16]=1)=[CH:14][CH:13]=[C:12]([C:17]1([C:20]3[CH:25]=[CH:24][CH:23]=[CH:22][CH:21]=3)[CH2:19][CH2:18]1)[N:11]=2.[OH-].[Na+].